Dataset: Human liver microsome stability data. Task: Regression/Classification. Given a drug SMILES string, predict its absorption, distribution, metabolism, or excretion properties. Task type varies by dataset: regression for continuous measurements (e.g., permeability, clearance, half-life) or binary classification for categorical outcomes (e.g., BBB penetration, CYP inhibition). Dataset: hlm. The drug is Nc1ncnc2c1c(Oc1cc(C(F)(F)F)ccn1)nn2C1CC1. The result is 0 (unstable in human liver microsomes).